From a dataset of Reaction yield outcomes from USPTO patents with 853,638 reactions. Predict the reaction yield, written as a fraction of the theoretical maximum amount of product (1.0 means a 100% yield; for example, 0.34 means a 34% yield). (1) The product is [F:16][C:13]([F:14])([F:15])[O:12][C:10]1[C:5]2[N:6]=[C:7]([NH2:9])[S:8][C:4]=2[CH:3]=[CH:2][CH:11]=1. The yield is 0.730. The catalyst is [Pd].C(O)C. The reactants are Br[C:2]1[CH:11]=[C:10]([O:12][C:13]([F:16])([F:15])[F:14])[C:5]2[N:6]=[C:7]([NH2:9])[S:8][C:4]=2[CH:3]=1.C(N(CC)CC)C. (2) The reactants are [CH:1]1[C:6]([N+:7]([O-:9])=[O:8])=[CH:5][CH:4]=[C:3]([OH:10])[CH:2]=1.O.[K].CN(C)C=O.[F:18][C:19]([F:26])([F:25])[C:20]([F:24])=[C:21]([F:23])[F:22]. The catalyst is O.C(OCC)(=O)C. The product is [F:22][C:21]([F:23])([O:10][C:3]1[CH:4]=[CH:5][C:6]([N+:7]([O-:9])=[O:8])=[CH:1][CH:2]=1)[CH:20]([F:24])[C:19]([F:26])([F:25])[F:18]. The yield is 0.420. (3) The yield is 0.687. The product is [Cl:1][C:2]1[C:7]([I:8])=[CH:6][C:5]([NH:9][CH2:10][C:11]([N:19]2[CH2:18][CH2:17][N:16]([C:22]([O:24][C:25]([CH3:28])([CH3:27])[CH3:26])=[O:23])[CH2:21][CH2:20]2)=[O:13])=[C:4]([O:14][CH3:15])[CH:3]=1. The catalyst is CN(C=O)C. The reactants are [Cl:1][C:2]1[C:7]([I:8])=[CH:6][C:5]([NH:9][CH2:10][C:11]([OH:13])=O)=[C:4]([O:14][CH3:15])[CH:3]=1.[N:16]1([C:22]([O:24][C:25]([CH3:28])([CH3:27])[CH3:26])=[O:23])[CH2:21][CH2:20][NH:19][CH2:18][CH2:17]1.F[P-](F)(F)(F)(F)F.N1(O[P+](N(C)C)(N(C)C)N(C)C)C2C=CC=CC=2N=N1.CCN(C(C)C)C(C)C. (4) The reactants are [CH2:1]([O:3][C:4]([C:6]1[CH:7]=[N:8][N:9]2[C:14]([NH:15][C:16]3[CH:21]=[C:20]([CH3:22])[CH:19]=[CH:18][C:17]=3[F:23])=[C:13]([C:24]([OH:26])=O)[CH:12]=[N:11][C:10]=12)=[O:5])[CH3:2].Cl.[CH:28]1[C:37]2[C:32](=[CH:33][CH:34]=[CH:35][CH:36]=2)[CH:31]=[CH:30][C:29]=1[CH:38]1[CH2:43][CH2:42][NH:41][CH2:40][CH2:39]1. No catalyst specified. The product is [CH2:1]([O:3][C:4]([C:6]1[CH:7]=[N:8][N:9]2[C:14]([NH:15][C:16]3[CH:21]=[C:20]([CH3:22])[CH:19]=[CH:18][C:17]=3[F:23])=[C:13]([C:24]([N:41]3[CH2:42][CH2:43][CH:38]([C:29]4[CH:30]=[CH:31][C:32]5[C:37](=[CH:36][CH:35]=[CH:34][CH:33]=5)[CH:28]=4)[CH2:39][CH2:40]3)=[O:26])[CH:12]=[N:11][C:10]=12)=[O:5])[CH3:2]. The yield is 0.490. (5) The reactants are [O:1]1[CH:5]=[CH:4][CH:3]=[C:2]1[C:6](=[O:14])[CH2:7][C:8]1[CH:13]=[CH:12][N:11]=[CH:10][N:9]=1.C(O[CH:18](OCC)[N:19]([CH3:21])[CH3:20])C. No catalyst specified. The product is [CH3:18][N:19]([CH3:21])/[CH:20]=[C:7](/[C:8]1[CH:13]=[CH:12][N:11]=[CH:10][N:9]=1)\[C:6]([C:2]1[O:1][CH:5]=[CH:4][CH:3]=1)=[O:14]. The yield is 1.00. (6) The reactants are [NH2:1][C:2]1[C:10]2[C:5](=[CH:6][CH:7]=[C:8]([Br:11])[CH:9]=2)[NH:4][C:3]=1[C:12]([NH2:14])=[O:13].[O:15]=[C:16](Cl)OC(Cl)(Cl)Cl.O. The catalyst is O1CCOCC1. The product is [Br:11][C:8]1[CH:7]=[CH:6][C:5]2[NH:4][C:3]3[C:12](=[O:13])[NH:14][C:16](=[O:15])[NH:1][C:2]=3[C:10]=2[CH:9]=1. The yield is 0.940. (7) The reactants are [F:1][C:2]1[CH:7]=[CH:6][C:5]([C:8]2[C:9](=[O:25])[NH:10][N:11]=[C:12]([CH3:24])[C:13]=2[C:14]2[CH:19]=[CH:18][C:17]([S:20]([CH3:23])(=[O:22])=[O:21])=[CH:16][CH:15]=2)=[CH:4][CH:3]=1.[F:26][C:27]([F:31])([F:30])[CH2:28]I.C(=O)([O-])[O-].[Na+].[Na+]. The catalyst is CN(C=O)C. The product is [F:26][C:27]([F:31])([F:30])[CH2:28][N:10]1[C:9](=[O:25])[C:8]([C:5]2[CH:4]=[CH:3][C:2]([F:1])=[CH:7][CH:6]=2)=[C:13]([C:14]2[CH:19]=[CH:18][C:17]([S:20]([CH3:23])(=[O:22])=[O:21])=[CH:16][CH:15]=2)[C:12]([CH3:24])=[N:11]1. The yield is 0.480. (8) The reactants are [C:1]([O:5][C:6]([C:8]([NH2:12])([OH:11])[CH2:9][CH3:10])=[O:7])([CH3:4])([CH3:3])[CH3:2].[OH:13][C:14]([CH:16]([C:18]1[CH:27]=[CH:26][C:21]([CH2:22][CH:23]([CH3:25])[CH3:24])=[CH:20][CH:19]=1)[CH3:17])=[O:15].CCN=C=NCCCN(C)C.Cl.C(OCC)(=O)C. The catalyst is ClCCl.CN(C1C=CN=CC=1)C. The product is [C:6]([C:8]([NH2:12])([OH:11])[CH2:9][CH3:10])([O:5][C:1]([CH3:2])([CH3:4])[CH3:3])=[O:7].[OH:15][C:14]([CH:16]([C:18]1[CH:19]=[CH:20][C:21]([CH2:22][CH:23]([CH3:24])[CH3:25])=[CH:26][CH:27]=1)[CH3:17])=[O:13]. The yield is 0.910.